This data is from Catalyst prediction with 721,799 reactions and 888 catalyst types from USPTO. The task is: Predict which catalyst facilitates the given reaction. (1) Reactant: [Li+].[OH-].[CH3:3][C:4]1[CH:5]=[C:6]([C:21]2[CH:22]=[N:23][N:24]([CH:26]([CH3:31])[C:27]([O:29]C)=[O:28])[CH:25]=2)[CH:7]=[C:8]([NH:10][C:11]2[N:16]=[C:15]([C:17]([F:20])([F:19])[F:18])[CH:14]=[CH:13][N:12]=2)[CH:9]=1. Product: [CH3:3][C:4]1[CH:5]=[C:6]([C:21]2[CH:22]=[N:23][N:24]([CH:26]([CH3:31])[C:27]([OH:29])=[O:28])[CH:25]=2)[CH:7]=[C:8]([NH:10][C:11]2[N:16]=[C:15]([C:17]([F:20])([F:18])[F:19])[CH:14]=[CH:13][N:12]=2)[CH:9]=1. The catalyst class is: 24. (2) Reactant: [C:1]([O:9][CH3:10])(=[O:8])[C:2]1[CH:7]=[CH:6][CH:5]=[CH:4][CH:3]=1.[C:11](=[O:14])([O-])[O-].[K+].[K+]. Product: [C:1]([O:9][CH2:10][C:2]1([CH2:3][CH3:4])[CH2:11][O:14][CH2:1]1)(=[O:8])[C:2]1[CH:7]=[CH:6][CH:5]=[CH:4][CH:3]=1. The catalyst class is: 11. (3) The catalyst class is: 102. Reactant: Br[C:2]1[C:3]2[N:4]([CH:18]=[CH:19][N:20]=2)[N:5]=[C:6]([C:8]2[CH:17]=[CH:16][C:11]([C:12]([O:14][CH3:15])=[O:13])=[CH:10][CH:9]=2)[CH:7]=1.[CH3:21][CH:22]1[CH2:26][CH2:25][CH2:24][N:23]1[C:27]1[N:32]=[C:31]([NH2:33])[CH:30]=[CH:29][CH:28]=1.C1C=CC(P(C2C(C3C(P(C4C=CC=CC=4)C4C=CC=CC=4)=CC=C4C=3C=CC=C4)=C3C(C=CC=C3)=CC=2)C2C=CC=CC=2)=CC=1.C([O-])([O-])=O.[Cs+].[Cs+]. Product: [CH3:21][CH:22]1[CH2:26][CH2:25][CH2:24][N:23]1[C:27]1[N:32]=[C:31]([NH:33][C:2]2[C:3]3[N:4]([CH:18]=[CH:19][N:20]=3)[N:5]=[C:6]([C:8]3[CH:17]=[CH:16][C:11]([C:12]([O:14][CH3:15])=[O:13])=[CH:10][CH:9]=3)[CH:7]=2)[CH:30]=[CH:29][CH:28]=1. (4) Reactant: [Cl:1][C:2]1[N:7]=[C:6]([C:8]2[S:12][C:11]([N:13]3[CH2:18][CH2:17][NH:16][CH2:15][CH2:14]3)=[N:10][C:9]=2[C:19]2[C:20]([F:37])=[C:21]([NH:25][S:26]([C:29]3[C:34]([F:35])=[CH:33][CH:32]=[CH:31][C:30]=3[F:36])(=[O:28])=[O:27])[CH:22]=[CH:23][CH:24]=2)[CH:5]=[CH:4][N:3]=1.[CH3:38][S:39](Cl)(=[O:41])=[O:40]. Product: [Cl:1][C:2]1[N:7]=[C:6]([C:8]2[S:12][C:11]([N:13]3[CH2:18][CH2:17][N:16]([S:39]([CH3:38])(=[O:41])=[O:40])[CH2:15][CH2:14]3)=[N:10][C:9]=2[C:19]2[C:20]([F:37])=[C:21]([NH:25][S:26]([C:29]3[C:30]([F:36])=[CH:31][CH:32]=[CH:33][C:34]=3[F:35])(=[O:28])=[O:27])[CH:22]=[CH:23][CH:24]=2)[CH:5]=[CH:4][N:3]=1. The catalyst class is: 2. (5) Reactant: [C:1]([C:3]1[CH:8]=[CH:7][CH:6]=[CH:5][C:4]=1[S:9]([N:12]1[C:16]([C:17]2[C:18]([C:23]#[N:24])=[N:19][CH:20]=[CH:21][CH:22]=2)=[CH:15][C:14]([CH2:25][N:26](C)[C:27](=O)OC(C)(C)C)=[CH:13]1)(=[O:11])=[O:10])#[N:2].C(OCC)(=O)C.[ClH:41]. Product: [ClH:41].[C:1]([C:3]1[CH:8]=[CH:7][CH:6]=[CH:5][C:4]=1[S:9]([N:12]1[CH:13]=[C:14]([CH2:25][NH:26][CH3:27])[CH:15]=[C:16]1[C:17]1[C:18]([C:23]#[N:24])=[N:19][CH:20]=[CH:21][CH:22]=1)(=[O:11])=[O:10])#[N:2]. The catalyst class is: 336. (6) Reactant: Cl.[F:2][C:3]1([F:9])[CH2:8][CH2:7][NH:6][CH2:5][CH2:4]1.Br[CH2:11][CH2:12][NH:13][C:14](=[O:20])[O:15][C:16]([CH3:19])([CH3:18])[CH3:17].C(N(CC)C(C)C)(C)C. The catalyst class is: 10. Product: [C:16]([O:15][C:14](=[O:20])[NH:13][CH2:12][CH2:11][N:6]1[CH2:7][CH2:8][C:3]([F:9])([F:2])[CH2:4][CH2:5]1)([CH3:19])([CH3:18])[CH3:17].